This data is from Drug-target binding data from BindingDB using IC50 measurements. The task is: Regression. Given a target protein amino acid sequence and a drug SMILES string, predict the binding affinity score between them. We predict pIC50 (pIC50 = -log10(IC50 in M); higher means more potent). Dataset: bindingdb_ic50. (1) The compound is COC(=O)C[C@H]1C2(C)CC34OC5(C)O[C@]6(C7/C(=C(/OC)C(C)C)C(=O)O[C@@H](c8ccoc8)[C@]7(C)C(OC(=O)C(C)C)[C@@H](OC)[C@]6(O5)[C@]13C)[C@H](OC)[C@@]4(OC)C2OC(C)=O. The target protein (Q9Y6L6) has sequence MDQNQHLNKTAEAQPSENKKTRYCNGLKMFLAALSLSFIAKTLGAIIMKSSIIHIERRFEISSSLVGFIDGSFEIGNLLVIVFVSYFGSKLHRPKLIGIGCFIMGIGGVLTALPHFFMGYYRYSKETNINSSENSTSTLSTCLINQILSLNRASPEIVGKGCLKESGSYMWIYVFMGNMLRGIGETPIVPLGLSYIDDFAKEGHSSLYLGILNAIAMIGPIIGFTLGSLFSKMYVDIGYVDLSTIRITPTDSRWVGAWWLNFLVSGLFSIISSIPFFFLPQTPNKPQKERKASLSLHVLETNDEKDQTANLTNQGKNITKNVTGFFQSFKSILTNPLYVMFVLLTLLQVSSYIGAFTYVFKYVEQQYGQPSSKANILLGVITIPIFASGMFLGGYIIKKFKLNTVGIAKFSCFTAVMSLSFYLLYFFILCENKSVAGLTMTYDGNNPVTSHRDVPLSYCNSDCNCDESQWEPVCGNNGITYISPCLAGCKSSSGNKKPIV.... The pIC50 is 6.1. (2) The small molecule is Cn1c(=O)n(Cc2cc(O)c(Cl)cc2Cl)c2ccccc21. The target protein (Q920R3) has sequence MAPDPVQTPDPASAQLRQMRYFTWEEVAQRSGREKERWLVIDRKVYNISDFSRRHPGGSRVISHYAGQDATDPFVAFHINKGLVRKYMNSLLIGELAPEQPSFEPTKNKALTDEFRELRATVERMGLMKANHLFFLFYLLHILLLDVAAWLTLWIFGTSLVPFTLCAVLLSTVQAQAGWLQHDFGHLSVFSTSTWNHLVHHFVIGHLKGAPASWWNHMHFQHHAKPNCFRKDPDINMHPLFFALGKVLSVELGKEKKKHMPYNHQHKYFFLIGPPALLPLYFQWYIFYFVVQRKKWVDLAWMLSFYVRVFFTYMPLLGLKGLLCLFFIVRFLESNWFVWVTQMNHIPMHIDHDRNVDWVSTQLQATCNVHQSAFNNWFSGHLNFQIEHHLFPTMPRHNYHKVAPLVQSLCAKYGIKYESKPLLTAFADIVYSLKESGQLWLDAYLHQ. The pIC50 is 7.4. (3) The target protein sequence is MGQTGKKSEKGPVCWRKRVKSEYMRLRQLKRFRRADEVKSMFSSNRQKILERTEILNQEWKQRRIQPVHILTSVSSLRGTRECSVTSDLDFPTQVIPLKTLNAVASVPIMYSWSPLQQNFMVEDETVLHNIPYMGDEVLDQDGTFIEELIKNYDGKVHGDRECGFINDEIFVELVNALGQYNDDDDDDDGDDPEEREEKQKDLEDHRDDKESRPPRKFPSDKIFEAISSMFPDKGTAEELKEKYKELTEQQLPGALPPECTPNIDGPNAKSVQREQSLHSFHTLFCRRCFKYDCFLHPFHATPNTYKRKNTETALDNKPCGPQCYQHLEGAKEFAAALTAERIKTPPKRPGGRRRGRLPNNSSRPSTPTINVLESKDTDSDREAGTETGGENNDKEEEEKKDETSSSSEANSRCQTPIKMKPNIEPPENVEWSGAEASMFRVLIGTYYDNFCAIARLIGTKTCRQVYEFRVKESSIIAPAPAEDVDTPPRKKKRKHRLWA.... The drug is CCN(c1cc(-c2ccc(CN3CCOCC3)cc2)cc(C(=O)NCc2c(C)c(Br)c(C)[nH]c2=O)c1C)C1CCOCC1. The pIC50 is 6.0. (4) The compound is NS(=O)(=O)c1c(C(F)(F)F)ccc(-c2cccc3c2CCNC3)c1-c1nn[nH]n1. The target protein (P52699) has sequence MSKLSVFFIFLFCSIATAAESLPDLKIEKLDEGVYVHTSFEEVNGWGVVPKHGLVVLVNAEAYLIDTPFTAKDTEKLVTWFVERGYKIKGSISSHFHSDSTGGIEWLNSRSIPTYASELTNELLKKDGKVQATNSFSGVNYWLVKNKIEVFYPGPGHTPDNVVVWLPERKILFGGCFIKPYGLGNLGDANIEAWPKSAKLLKSKYGKAKLVVPSHSEVGDASLLKLTLEQAVKGLNESKKPSKPSN. The pIC50 is 7.4. (5) The small molecule is Cc1ccccc1NC1=CC(=NS(=O)(=O)c2cccs2)c2ccccc2C1=O. The target protein sequence is MAEGERTECAEPPRDEPPADGALKRAEELKTQANDYFKAKDYENAIKFYSQAIELNPSNAIYYGNRSLAYLRTECYGYALGDATRAIELDKKYIKGYYRRAASNMALGKFRAALRDYETVVKVKPHDKDAKMKYQECNKIVKQKAFERAIAGDEHKRSVVDSLDIESMTIEDEYSGPKLEDGKVTISFMKELMQWYKDQKKLHRKCAYQILVQVKEVLSKLSTLVETTLKETEKITVCGDTHGQFYDLLNIFELNGLPSETNPYIFNGDFVDRGSFSVEVILTLFGFKLLYPDHFHLLRGNHETDNMNQIYGFEGEVKAKYTAQMYELFSEVFEWLPLAQCINGKVLIMHGGLFSEDGVTLDDIRKIERNRQPPDSGPMCDLLWSDPQPQNGRSISKRGVSCQFGPDVTKAFLEENNLDYIIRSHEVKAEGYEVAHGGRCVTVFSAPNYCDQMGNKASYIHLQGSDLRPQFHQFTAVGRPSSGS. The pIC50 is 5.7. (6) The drug is O=C(N[C@H]1C[C@@H]1c1ccccc1)N1CCC2(CCc3cc(F)ccc3O2)CC1. The pIC50 is 7.7. The target protein (P80299) has sequence MALRVAAFDLDGVLALPSIAGVLRHTEEALALPRDFLLGAFQMKFPEGPTEQLMKGKITFSQWVPLMDESCRKSSKACGASLPENFSISEIFSQAMAARSINRPMLQAAAALKKKGFTTCIVTNNWLDDSDKRDILAQMMCELSQHFDFLIESCQVGMIKPEPQIYKFVLDTLKAKPNEVVFLDDFGSNLKPARDMGMVTILVRDTASALRELEKVTGTQFPEAPLPVPCSPNDVSHGYVTVKPGIRLHFVEMGSGPAICLCHGFPESWFSWRYQIPALAQAGFRVLAIDMKGYGDSSSPPEIEEYAMELLCEEMVTFLNKLGIPQAVFIGHDWAGVLVWNMALFHPERVRAVASLNTPLMPPNPEVSPMEVIRSIPVFNYQLYFQEPGVAEAELEKNMSRTFKSFFRTSDDMGLLTVNKATEMGGILVGTPEDPKVSKITTEEEIEYYIQQFKKSGFRGPLNWYRNTERNWKWSCKALGRKILVPALMVTAEKDIVLRP....